Task: Predict which catalyst facilitates the given reaction.. Dataset: Catalyst prediction with 721,799 reactions and 888 catalyst types from USPTO (1) Reactant: [NH:1]1[CH2:6][CH2:5][CH:4]([C:7]2[CH:15]=[CH:14][CH:13]=[C:12]3[C:8]=2[CH2:9][C:10](=[O:16])[NH:11]3)[CH2:3][CH2:2]1.[CH3:17][S:18]([C:21]1[C:22]([C:29]2[CH:34]=[CH:33][CH:32]=[CH:31][CH:30]=2)=[C:23]([CH:27]=O)[NH:24][C:25]=1[CH3:26])(=[O:20])=[O:19].CC1(C)C(C)(C)OB(C2C=CC=C3C=2C=CN3)O1.N1CCCCC1. Product: [CH3:17][S:18]([C:21]1[C:22]([C:29]2[CH:34]=[CH:33][CH:32]=[CH:31][CH:30]=2)=[C:23](/[CH:27]=[C:9]2\[C:10](=[O:16])[NH:11][C:12]3[C:8]\2=[C:7]([CH:4]2[CH2:3][CH2:2][NH:1][CH2:6][CH2:5]2)[CH:15]=[CH:14][CH:13]=3)[NH:24][C:25]=1[CH3:26])(=[O:20])=[O:19]. The catalyst class is: 8. (2) Product: [CH3:25][C:20]1[CH:21]=[CH:22][CH:23]=[C:18]([N+:15]([O-:17])=[O:16])[C:19]=1[CH2:2][C:1]([OH:8])=[O:7]. The catalyst class is: 28. Reactant: [C:1]([O:8]CC)(=[O:7])[C:2](OCC)=O.[O-]CC.[K+].[N+:15]([C:18]1[CH:19]=[C:20]([CH3:25])[C:21](C)=[CH:22][CH:23]=1)([O-:17])=[O:16]. (3) The catalyst class is: 110. Product: [CH3:1][C:2]1[C:7]2[N:8]=[C:9]([NH:12][C:23]3[CH:28]=[CH:27][C:26]([S:29]([NH:32][CH2:33][CH2:34][N:35]4[CH2:36][CH2:37][CH2:38][CH2:39]4)(=[O:31])=[O:30])=[CH:25][CH:24]=3)[N:10]=[N:11][C:6]=2[CH:5]=[C:4]([C:13]2[CH:18]=[CH:17][CH:16]=[C:15]([N+:19]([O-:21])=[O:20])[CH:14]=2)[CH:3]=1. Reactant: [CH3:1][C:2]1[C:7]2[N:8]=[C:9]([NH2:12])[N:10]=[N:11][C:6]=2[CH:5]=[C:4]([C:13]2[CH:18]=[CH:17][CH:16]=[C:15]([N+:19]([O-:21])=[O:20])[CH:14]=2)[CH:3]=1.Br[C:23]1[CH:28]=[CH:27][C:26]([S:29]([NH:32][CH2:33][CH2:34][N:35]2[CH2:39][CH2:38][CH2:37][CH2:36]2)(=[O:31])=[O:30])=[CH:25][CH:24]=1.C(=O)([O-])[O-].[Cs+].[Cs+].C1(P(C2C=CC=CC=2)C2C3OC4C(=CC=CC=4P(C4C=CC=CC=4)C4C=CC=CC=4)C(C)(C)C=3C=CC=2)C=CC=CC=1. (4) Reactant: [NH2:1][CH2:2][CH:3]1[CH2:8][CH2:7][NH:6][CH2:5][CH2:4]1.C(=O)([O-])[O-].[K+].[K+].[Cl:15][C:16]1[CH:17]=[C:18]([CH:21]=[CH:22][C:23]=1[Cl:24])[CH2:19]Cl. Product: [Cl:15][C:16]1[CH:17]=[C:18]([CH2:19][N:6]2[CH2:7][CH2:8][CH:3]([CH2:2][NH2:1])[CH2:4][CH2:5]2)[CH:21]=[CH:22][C:23]=1[Cl:24]. The catalyst class is: 10. (5) Reactant: NCC1C=CC(C(=O)CC(C)(C)C)=NC=1.Cl.[C:17]([O:21][C:22]([NH:24][CH2:25][C:26]1[CH:27]=[CH:28][C:29]([C:32](=[O:38])[CH2:33][C:34]([CH3:37])([CH3:36])[CH3:35])=[N:30][CH:31]=1)=[O:23])([CH3:20])([CH3:19])[CH3:18]. Product: [C:17]([O:21][C:22]([NH:24][CH2:25][C:26]1[CH:27]=[CH:28][C:29]([CH:32]([OH:38])[CH2:33][C:34]([CH3:37])([CH3:36])[CH3:35])=[N:30][CH:31]=1)=[O:23])([CH3:20])([CH3:19])[CH3:18]. The catalyst class is: 346.